Dataset: Catalyst prediction with 721,799 reactions and 888 catalyst types from USPTO. Task: Predict which catalyst facilitates the given reaction. Reactant: [C:1]([NH:8][C@H:9]([C:11]([OH:13])=O)[CH3:10])([O:3][C:4]([CH3:7])([CH3:6])[CH3:5])=[O:2].[C:14]1([SH:20])[CH:19]=[CH:18][CH:17]=[CH:16][CH:15]=1.ON1C2C=CC=CC=2N=N1. Product: [C:4]([O:3][C:1]([NH:8][C@@H:9]([CH3:10])[C:11](=[O:13])[S:20][C:14]1[CH:19]=[CH:18][CH:17]=[CH:16][CH:15]=1)=[O:2])([CH3:5])([CH3:6])[CH3:7]. The catalyst class is: 13.